Dataset: Full USPTO retrosynthesis dataset with 1.9M reactions from patents (1976-2016). Task: Predict the reactants needed to synthesize the given product. (1) The reactants are: C(=O)(O)O.[NH2:5][C:6]([NH2:8])=[NH:7].[C:9](OCC)(=[O:14])[CH2:10][C:11]([CH3:13])=O. Given the product [CH3:13][C:11]1[NH:5][C:6]([NH2:8])=[N:7][C:9](=[O:14])[CH:10]=1, predict the reactants needed to synthesize it. (2) Given the product [CH2:1]([O:15][C@H:25]1[O:24][C@@H:18]2[C@@H:19]([C:20]([O:22][C@@H:17]2[C@H:16]1[OH:27])=[O:21])[OH:23])[CH2:2][CH2:3][CH2:4][CH2:5][CH2:6][CH2:7][CH2:8][CH2:9][CH2:10][CH2:11][CH2:12][CH2:13][CH3:14], predict the reactants needed to synthesize it. The reactants are: [CH2:1]([OH:15])[CH2:2][CH2:3][CH2:4][CH2:5][CH2:6][CH2:7][CH2:8][CH2:9][CH2:10][CH2:11][CH2:12][CH2:13][CH3:14].[C@H:16]1([OH:27])[C@H:25](O)[O:24][C@@H:18]2[CH:19]([OH:23])[C:20]([O:22][C@H:17]12)=[O:21]. (3) Given the product [NH2:19][C:14]1[C:13]2[N:20]=[C:21]3[CH2:26][O:25][CH2:24][C@H:23]([CH:27]([CH3:28])[CH3:29])[N:22]3[C:12]=2[C:11]2[C:16](=[CH:17][CH:18]=[C:9]([OH:8])[CH:10]=2)[N:15]=1, predict the reactants needed to synthesize it. The reactants are: C([O:8][C:9]1[CH:10]=[C:11]2[C:16](=[CH:17][CH:18]=1)[N:15]=[C:14]([NH2:19])[C:13]1[N:20]=[C:21]3[CH2:26][O:25][CH2:24][C@H:23]([CH:27]([CH3:29])[CH3:28])[N:22]3[C:12]2=1)C1C=CC=CC=1.C(Cl)(Cl)Cl.